From a dataset of Forward reaction prediction with 1.9M reactions from USPTO patents (1976-2016). Predict the product of the given reaction. Given the reactants [Cl:1][CH2:2][C:3]([C:5]1([Cl:8])[CH2:7][CH2:6]1)=[O:4].[CH2:9](Br)[CH:10]=[CH2:11].[Cl-].[NH4+].Cl, predict the reaction product. The product is: [Cl:1][CH2:2][C:3]([C:5]1([Cl:8])[CH2:7][CH2:6]1)([OH:4])[CH2:11][CH:10]=[CH2:9].